Dataset: Catalyst prediction with 721,799 reactions and 888 catalyst types from USPTO. Task: Predict which catalyst facilitates the given reaction. (1) Reactant: [F:1][C:2]1[N:7]=[C:6]([C:8]2[CH2:13][CH2:12][N:11](C([O-])=O)[CH2:10][CH:9]=2)[CH:5]=[CH:4][CH:3]=1.FC(F)(F)C(O)=O. Product: [F:1][C:2]1[N:7]=[C:6]([C:8]2[CH2:13][CH2:12][NH:11][CH2:10][CH:9]=2)[CH:5]=[CH:4][CH:3]=1. The catalyst class is: 4. (2) Reactant: [CH3:1][O:2][C:3]1[CH:4]=[C:5]([C:11]2[CH:12]=[N:13][CH:14]=[C:15]([C:18]=2Cl)[C:16]#[N:17])[CH:6]=[CH:7][C:8]=1[O:9][CH3:10].[CH3:20][C:21]1[CH:29]=[CH:28][C:27]([NH2:30])=[C:26]2[C:22]=1[CH:23]=[CH:24][NH:25]2.[NH4+].[OH-]. Product: [CH3:1][O:2][C:3]1[CH:4]=[C:5]([C:11]2[CH:12]=[N:13][CH:14]=[C:15]([C:18]=2[NH:30][C:27]2[CH:28]=[CH:29][C:21]([CH3:20])=[C:22]3[C:26]=2[NH:25][CH:24]=[CH:23]3)[C:16]#[N:17])[CH:6]=[CH:7][C:8]=1[O:9][CH3:10]. The catalyst class is: 8.